From a dataset of Peptide-MHC class II binding affinity with 134,281 pairs from IEDB. Regression. Given a peptide amino acid sequence and an MHC pseudo amino acid sequence, predict their binding affinity value. This is MHC class II binding data. (1) The peptide sequence is LNIKLNMPLYIAGNK. The MHC is HLA-DQA10101-DQB10501 with pseudo-sequence HLA-DQA10101-DQB10501. The binding affinity (normalized) is 0.142. (2) The peptide sequence is MVVERLGDYLVEQGM. The MHC is DRB1_0701 with pseudo-sequence DRB1_0701. The binding affinity (normalized) is 0.186. (3) The peptide sequence is LWNGPMAVSMTGVMR. The MHC is DRB1_0802 with pseudo-sequence DRB1_0802. The binding affinity (normalized) is 0.459. (4) The peptide sequence is KASPVLAFPAGVCPT. The MHC is DRB5_0101 with pseudo-sequence DRB5_0101. The binding affinity (normalized) is 0.335. (5) The MHC is DRB1_1602 with pseudo-sequence DRB1_1602. The peptide sequence is VAAFTEALRIIAGVL. The binding affinity (normalized) is 0.390.